This data is from Forward reaction prediction with 1.9M reactions from USPTO patents (1976-2016). The task is: Predict the product of the given reaction. (1) Given the reactants [CH3:1][P:2](=[O:7])([O:5][CH3:6])[O:3][CH3:4].C([Li])CCC.O=C1CCC(=O)N1[O:20][C:21](=O)[CH2:22][CH2:23][CH2:24][CH2:25][CH2:26][NH:27][C:28]([O:30][C:31]([CH3:34])([CH3:33])[CH3:32])=[O:29], predict the reaction product. The product is: [CH3:4][O:3][P:2]([CH2:1][C:21](=[O:20])[CH2:22][CH2:23][CH2:24][CH2:25][CH2:26][NH:27][C:28]([O:30][C:31]([CH3:33])([CH3:32])[CH3:34])=[O:29])(=[O:7])[O:5][CH3:6]. (2) The product is: [Br:20][C:2]#[C:1][C:3]1[CH:12]=[CH:11][C:6]([C:7]([O:9][CH3:10])=[O:8])=[CH:5][CH:4]=1. Given the reactants [C:1]([C:3]1[CH:12]=[CH:11][C:6]([C:7]([O:9][CH3:10])=[O:8])=[CH:5][CH:4]=1)#[CH:2].C1C(=O)N([Br:20])C(=O)C1, predict the reaction product. (3) Given the reactants [C:1]([C:3]1[CH:8]=[CH:7][C:6]([N:9]2[C:13]([C:14]3[C:15](=[O:35])[N:16]([CH:32]([CH3:34])[CH3:33])[C:17](=[O:31])[N:18]([C:21]4[CH:26]=[CH:25][CH:24]=[C:23]([C:27]([F:30])([F:29])[F:28])[CH:22]=4)[C:19]=3[CH3:20])=[C:12]([C:36]([NH2:38])=[O:37])[CH:11]=[N:10]2)=[CH:5][CH:4]=1)#[N:2].[CH3:39][S:40]([CH3:42])=[O:41], predict the reaction product. The product is: [C:1]([C:3]1[CH:4]=[CH:5][C:6]([N:9]2[C:13]([C:14]3[C:15](=[O:35])[N:16]([CH:32]([CH3:34])[CH3:33])[C:17](=[O:31])[N:18]([C:21]4[CH:26]=[CH:25][CH:24]=[C:23]([C:27]([F:30])([F:28])[F:29])[CH:22]=4)[C:19]=3[CH3:20])=[C:12]([C:36]([NH2:38])=[O:37])[CH:11]=[N:10]2)=[CH:7][CH:8]=1)#[N:2].[CH3:39][S:40]([CH3:42])=[O:41]. (4) Given the reactants [F:1][C:2]([F:30])([F:29])[C:3]1[CH:4]=[C:5]([C:13]2([CH3:28])[CH:22]([C:23](O)=[O:24])[C:21]3[C:16](=[CH:17][CH:18]=[CH:19][CH:20]=3)[C:15](=[O:26])[N:14]2[CH3:27])[CH:6]=[C:7]([C:9]([F:12])([F:11])[F:10])[CH:8]=1.C1CN([P+](ON2N=NC3C=CC=CC2=3)(N2CCCC2)N2CCCC2)CC1.F[P-](F)(F)(F)(F)F.[CH2:64]([NH2:70])[C:65]1[O:69][CH:68]=[CH:67][CH:66]=1, predict the reaction product. The product is: [F:29][C:2]([F:30])([F:1])[C:3]1[CH:4]=[C:5]([C:13]2([CH3:28])[CH:22]([C:23]([NH:70][CH2:64][C:65]3[O:69][CH:68]=[CH:67][CH:66]=3)=[O:24])[C:21]3[C:16](=[CH:17][CH:18]=[CH:19][CH:20]=3)[C:15](=[O:26])[N:14]2[CH3:27])[CH:6]=[C:7]([C:9]([F:10])([F:11])[F:12])[CH:8]=1. (5) Given the reactants [F:1][CH:2]([F:12])[C:3]([C:5]1[CH:10]=[CH:9][C:8]([CH3:11])=[CH:7][CH:6]=1)=[O:4].Cl[C:14]1[CH:19]=[CH:18][C:17]([O:20][CH3:21])=[CH:16][CH:15]=1, predict the reaction product. The product is: [F:1][C:2]([F:12])([C:14]1[CH:19]=[CH:18][C:17]([O:20][CH3:21])=[CH:16][CH:15]=1)[C:3]([C:5]1[CH:10]=[CH:9][C:8]([CH3:11])=[CH:7][CH:6]=1)=[O:4]. (6) Given the reactants N1C=CC=CC=1.[F:7][C:8]1([F:25])[CH2:12][CH2:11][N:10]([CH2:13][CH2:14][CH:15]2[CH2:23][C:22]3[C:17](=[CH:18][CH:19]=[CH:20][CH:21]=3)[CH:16]2[OH:24])[CH2:9]1, predict the reaction product. The product is: [F:25][C:8]1([F:7])[CH2:12][CH2:11][N:10]([CH2:13][CH2:14][CH:15]2[CH2:23][C:22]3[C:17](=[CH:18][CH:19]=[CH:20][CH:21]=3)[C:16]2=[O:24])[CH2:9]1.